This data is from Reaction yield outcomes from USPTO patents with 853,638 reactions. The task is: Predict the reaction yield, written as a fraction of the theoretical maximum amount of product (1.0 means a 100% yield; for example, 0.34 means a 34% yield). (1) The product is [F:18][C:19]1[CH:20]=[C:21]2[C:26](=[CH:27][CH:28]=1)[N:25]=[CH:24][CH:23]=[C:22]2[CH:29]1[CH2:30][CH2:31][CH:32]([CH:35]([CH2:1][CH3:2])[C:36]([O:38][CH2:39][CH3:40])=[O:37])[CH2:33][CH2:34]1. The reactants are [CH:1]([N-]C(C)C)(C)[CH3:2].[Li+].CN1CCCN(C)C1=O.[F:18][C:19]1[CH:20]=[C:21]2[C:26](=[CH:27][CH:28]=1)[N:25]=[CH:24][CH:23]=[C:22]2[CH:29]1[CH2:34][CH2:33][CH:32]([CH2:35][C:36]([O:38][CH2:39][CH3:40])=[O:37])[CH2:31][CH2:30]1.ICC. The catalyst is C1COCC1. The yield is 0.744. (2) The reactants are [C:1](Cl)(=[O:7])[CH2:2][CH2:3][CH2:4][CH2:5][CH3:6].[Cl:9][C:10]1[CH:36]=[CH:35][C:13]([CH2:14][O:15][C:16]2[CH:17]=[C:18]([CH:32]=[CH:33][CH:34]=2)[C:19]([NH:21][C:22]2[CH:27]=[CH:26][CH:25]=[CH:24][C:23]=2[S:28](=[O:31])(=[O:30])[NH2:29])=[O:20])=[CH:12][CH:11]=1. The catalyst is CN(C)C1C=CN=CC=1.O1CCCC1. The product is [Cl:9][C:10]1[CH:11]=[CH:12][C:13]([CH2:14][O:15][C:16]2[CH:17]=[C:18]([CH:32]=[CH:33][CH:34]=2)[C:19]([NH:21][C:22]2[CH:27]=[CH:26][CH:25]=[CH:24][C:23]=2[S:28]([NH:29][C:1](=[O:7])[CH2:2][CH2:3][CH2:4][CH2:5][CH3:6])(=[O:31])=[O:30])=[O:20])=[CH:35][CH:36]=1. The yield is 0.970. (3) The catalyst is ClCCl. The product is [CH3:19][C:16]1([CH3:20])[CH2:15][O:14][B:13]([C:9]2[CH:8]=[C:7]([CH:12]=[CH:11][CH:10]=2)[CH2:6][NH:4][CH:1]([CH3:3])[CH3:2])[O:18][CH2:17]1. The yield is 0.910. The reactants are [CH:1]([NH2:4])([CH3:3])[CH3:2].Br[CH2:6][C:7]1[CH:8]=[C:9]([B:13]2[O:18][CH2:17][C:16]([CH3:20])([CH3:19])[CH2:15][O:14]2)[CH:10]=[CH:11][CH:12]=1. (4) The reactants are [CH3:1][O:2][C:3]1[N:8]=[N:7][C:6]([N:9]2[C:13]([C:14]3[CH:15]=[N:16][C:17]([CH3:20])=[CH:18][CH:19]=3)=[CH:12][C:11]([C:21]([OH:23])=O)=[N:10]2)=[CH:5][CH:4]=1.[CH2:24]([NH:26][CH3:27])[CH3:25]. No catalyst specified. The product is [CH2:24]([N:26]([CH3:27])[C:21]([C:11]1[CH:12]=[C:13]([C:14]2[CH:15]=[N:16][C:17]([CH3:20])=[CH:18][CH:19]=2)[N:9]([C:6]2[N:7]=[N:8][C:3]([O:2][CH3:1])=[CH:4][CH:5]=2)[N:10]=1)=[O:23])[CH3:25]. The yield is 0.580. (5) The catalyst is C1COCC1. The reactants are [Br:1][C:2]1[N:3]=[C:4]([C:16]2[CH:21]=[CH:20][CH:19]=[CH:18][C:17]=2[Cl:22])[N:5]([CH2:8][O:9][CH2:10][CH2:11][Si:12]([CH3:15])([CH3:14])[CH3:13])[C:6]=1Br.C([Li])CCC.O.[Cl-].[NH4+]. The product is [Br:1][C:2]1[N:3]=[C:4]([C:16]2[CH:21]=[CH:20][CH:19]=[CH:18][C:17]=2[Cl:22])[N:5]([CH2:8][O:9][CH2:10][CH2:11][Si:12]([CH3:15])([CH3:14])[CH3:13])[CH:6]=1. The yield is 0.600. (6) The reactants are [CH3:1][O:2][C:3]1[CH:4]=[C:5]([CH:14]=[CH:15][C:16]=1[O:17][CH3:18])[CH2:6][NH:7][CH2:8][CH:9](OC)OC.CO/N=[CH:22]/[C:23]1[CH:31]=[CH:30][C:26]2[O:27][CH2:28][O:29][C:25]=2[C:24]=1[CH2:32][N:33]1[CH:37]=[CH:36][N:35]=[CH:34]1.Cl.[NH4+].[OH-]. The catalyst is O. The product is [CH3:18][O:17][C:16]1[CH:15]=[C:14]2[C:5](=[CH:4][C:3]=1[O:2][CH3:1])[CH:6]=[N:7][C:8]1[C:31]3[CH:30]=[C:26]4[O:27][CH2:28][O:29][C:25]4=[C:24]([CH2:32][N:33]4[CH:37]=[CH:36][N:35]=[CH:34]4)[C:23]=3[CH2:22][C:9]2=1. The yield is 0.0660.